Regression/Classification. Given an antibody's heavy chain and light chain sequences, predict its developability. TAP uses regression for 5 developability metrics; SAbDab uses binary classification. From a dataset of Antibody developability classification from SAbDab with 2,409 antibodies. (1) The antibody is ['EVQLQQSGPELVKPGTSVKMPCKASGYIFTDYVISWVKQRTGQGLEWIGEIFPRSGSTYYNEKFKGKATLTADKSSNTAYMQLSSVTSEDSAVYFCARDYYGTSFAMDYWGQGTSVTVSS', 'PROT_6CAB6E4F']. Result: 1 (developable). (2) The antibody is ['EVQLVESGGGLVKPGGSLKLSCAASGFTFSSYAMSWVRQSPEKRLEWVAEISSGGRYIYYSDTVTGRFTISRDNARNILHLEMSSLRSEDTAMYYCARGEVRQRGFDYWGQGTTLTVSS', 'ENVLTQSPAIMSTSPGEKVTMTCRASSSVGSSYLHWYQQKSGASPKLWIYSTSNLASGVPARFSGSGSGTSYSLTISSVEAEDAATYYCQQFSGYPLTFGSGTKLEMK']. Result: 1 (developable). (3) The antibody is ['EVQLLESGGGLVQPGGSLRLSCAASGFTFSEYAMGWVRQAPGKGLEWVSSIGSSGGQTKYADSVKGRFTISRDNSKNTLYLQMNSLRAEDTAVYYCARLAIGDSYWGQGTMVTVSS', 'QSALTQPASVSGSPGQSITISCTGTGSDVGSYNLVSWYQQHPGKAPKLMIYGDSQRPSGVSNRFSGSKSGNTASLTISGLQAEDEADYYCASYAGSGIYVFGTGTKVTVL']. Result: 0 (not developable).